This data is from Catalyst prediction with 721,799 reactions and 888 catalyst types from USPTO. The task is: Predict which catalyst facilitates the given reaction. Reactant: Cl.[NH2:2][CH2:3][CH2:4][C:5]([NH:14][C:15]([O:17][C:18]([CH3:21])([CH3:20])[CH3:19])=[O:16])([CH3:13])[C:6]([O:8][C:9]([CH3:12])([CH3:11])[CH3:10])=[O:7].[N:22]#[C:23]Br.CC([O-])=O.[Na+]. Product: [C:18]([O:17][C:15]([NH:14][C:5]([CH3:13])([CH2:4][CH2:3][NH:2][C:23]#[N:22])[C:6]([O:8][C:9]([CH3:11])([CH3:12])[CH3:10])=[O:7])=[O:16])([CH3:21])([CH3:20])[CH3:19]. The catalyst class is: 5.